From a dataset of Reaction yield outcomes from USPTO patents with 853,638 reactions. Predict the reaction yield, written as a fraction of the theoretical maximum amount of product (1.0 means a 100% yield; for example, 0.34 means a 34% yield). (1) The reactants are Br[C:2]1[CH:7]=[C:6]([CH3:8])[C:5]([NH:9][C:10]([NH:12][C:13]2[C:14]([C:23]([NH:25][C@@H:26]([CH:31]3[CH2:36][CH2:35][CH2:34][CH2:33][CH2:32]3)[C:27]([O:29][CH3:30])=[O:28])=[O:24])=[CH:15][C:16]3[C:21]([CH:22]=2)=[CH:20][CH:19]=[CH:18][CH:17]=3)=[O:11])=[C:4]([CH3:37])[CH:3]=1.[CH2:38]([Sn](CCCC)(CCCC)CC=C)[CH2:39][CH2:40]C. The catalyst is C1(C)C=CC=CC=1.C1C=CC([P]([Pd]([P](C2C=CC=CC=2)(C2C=CC=CC=2)C2C=CC=CC=2)([P](C2C=CC=CC=2)(C2C=CC=CC=2)C2C=CC=CC=2)[P](C2C=CC=CC=2)(C2C=CC=CC=2)C2C=CC=CC=2)(C2C=CC=CC=2)C2C=CC=CC=2)=CC=1. The product is [CH:31]1([C@H:26]([NH:25][C:23]([C:14]2[C:13]([NH:12][C:10]([NH:9][C:5]3[C:4]([CH3:37])=[CH:3][C:2]([CH2:40][CH:39]=[CH2:38])=[CH:7][C:6]=3[CH3:8])=[O:11])=[CH:22][C:21]3[C:16](=[CH:17][CH:18]=[CH:19][CH:20]=3)[CH:15]=2)=[O:24])[C:27]([O:29][CH3:30])=[O:28])[CH2:36][CH2:35][CH2:34][CH2:33][CH2:32]1. The yield is 0.460. (2) The reactants are [Cl:1][C:2]1[CH:3]=[C:4]2[C:10]([C:11]3[CH:12]=[N:13][CH:14]=[CH:15][CH:16]=3)=[C:9](I)[NH:8][C:5]2=[N:6][CH:7]=1.CC1(C)C(C)(C)OB([C:26]2[CH:27]=[N:28][NH:29][CH:30]=2)O1. No catalyst specified. The product is [Cl:1][C:2]1[CH:3]=[C:4]2[C:10]([C:11]3[CH:12]=[N:13][CH:14]=[CH:15][CH:16]=3)=[C:9]([C:26]3[CH:27]=[N:28][NH:29][CH:30]=3)[NH:8][C:5]2=[N:6][CH:7]=1. The yield is 0.330.